From a dataset of Full USPTO retrosynthesis dataset with 1.9M reactions from patents (1976-2016). Predict the reactants needed to synthesize the given product. Given the product [ClH:44].[CH:1]1([C:4]2[CH:5]=[C:6]([C@@H:16]([CH2:32][C@H:33]3[CH2:37][CH2:36][C:35](=[O:38])[CH2:34]3)[C:17]([NH:19][C:20]3[N:25]=[CH:24][C:23]([CH2:26][C:27]([OH:29])=[O:28])=[CH:22][CH:21]=3)=[O:18])[CH:7]=[CH:8][C:9]=2[S:10]([CH:13]2[CH2:15][CH2:14]2)(=[O:11])=[O:12])[CH2:3][CH2:2]1, predict the reactants needed to synthesize it. The reactants are: [CH:1]1([C:4]2[CH:5]=[C:6]([C@@H:16]([CH2:32][C@H:33]3[CH2:37][CH2:36][C:35](=[O:38])[CH2:34]3)[C:17]([NH:19][C:20]3[N:25]=[CH:24][C:23]([CH2:26][C:27]([O:29]CC)=[O:28])=[CH:22][CH:21]=3)=[O:18])[CH:7]=[CH:8][C:9]=2[S:10]([CH:13]2[CH2:15][CH2:14]2)(=[O:12])=[O:11])[CH2:3][CH2:2]1.[OH-].[Na+].C(O)C.[ClH:44].